Dataset: Catalyst prediction with 721,799 reactions and 888 catalyst types from USPTO. Task: Predict which catalyst facilitates the given reaction. (1) Reactant: [C:1]([Si:5]([CH3:22])([CH3:21])[O:6][CH:7]1[CH2:12][CH2:11][CH:10]([C:13]2[CH:18]=[CH:17][C:16]([NH2:19])=[C:15]([F:20])[CH:14]=2)[CH2:9][CH2:8]1)([CH3:4])([CH3:3])[CH3:2].[C:23](Cl)([O:25][CH2:26][C:27]1[CH:32]=[CH:31][CH:30]=[CH:29][CH:28]=1)=[O:24].C([O-])([O-])=O.[K+].[K+]. The catalyst class is: 2. Product: [CH2:26]([O:25][C:23](=[O:24])[NH:19][C:16]1[CH:17]=[CH:18][C:13]([CH:10]2[CH2:11][CH2:12][CH:7]([O:6][Si:5]([C:1]([CH3:4])([CH3:3])[CH3:2])([CH3:22])[CH3:21])[CH2:8][CH2:9]2)=[CH:14][C:15]=1[F:20])[C:27]1[CH:32]=[CH:31][CH:30]=[CH:29][CH:28]=1. (2) The catalyst class is: 8. Product: [CH3:12][O:11][N:10]=[C:8]1[CH2:7][N:6]([C:13]([O:15][C:16]([CH3:19])([CH3:18])[CH3:17])=[O:14])[C@H:5]([C:3]2[O:4][C:20](=[S:21])[NH:2][N:1]=2)[CH2:9]1. Reactant: [NH:1]([C:3]([C@@H:5]1[CH2:9][C:8](=[N:10][O:11][CH3:12])[CH2:7][N:6]1[C:13]([O:15][C:16]([CH3:19])([CH3:18])[CH3:17])=[O:14])=[O:4])[NH2:2].[C:20](=S)=[S:21].[OH-].[K+].